Regression. Given two drug SMILES strings and cell line genomic features, predict the synergy score measuring deviation from expected non-interaction effect. From a dataset of NCI-60 drug combinations with 297,098 pairs across 59 cell lines. (1) Drug 1: C1CC(C1)(C(=O)O)C(=O)O.[NH2-].[NH2-].[Pt+2]. Drug 2: CC1C(C(CC(O1)OC2CC(CC3=C2C(=C4C(=C3O)C(=O)C5=CC=CC=C5C4=O)O)(C(=O)C)O)N)O. Cell line: SK-OV-3. Synergy scores: CSS=32.6, Synergy_ZIP=-2.37, Synergy_Bliss=-2.03, Synergy_Loewe=-14.6, Synergy_HSA=-0.933. (2) Drug 1: C1=C(C(=O)NC(=O)N1)N(CCCl)CCCl. Drug 2: C1=C(C(=O)NC(=O)N1)F. Cell line: UACC-257. Synergy scores: CSS=28.0, Synergy_ZIP=1.31, Synergy_Bliss=7.61, Synergy_Loewe=8.35, Synergy_HSA=9.20.